This data is from Full USPTO retrosynthesis dataset with 1.9M reactions from patents (1976-2016). The task is: Predict the reactants needed to synthesize the given product. The reactants are: CN1C(=O)CCC1.[OH:8][C:9]1[CH:14]=[CH:13][C:12]([CH2:15][CH2:16][NH:17][C:18]2[N:23]=[C:22](S(C)=O)[C:21]([C:27]([NH2:29])=[O:28])=[CH:20][N:19]=2)=[CH:11][CH:10]=1.[CH:30]1([NH2:36])[CH2:35][CH2:34][CH2:33][CH2:32][CH2:31]1.C(N(C(C)C)CC)(C)C. Given the product [OH:8][C:9]1[CH:14]=[CH:13][C:12]([CH2:15][CH2:16][NH:17][C:18]2[N:23]=[C:22]([NH:36][CH:30]3[CH2:35][CH2:34][CH2:33][CH2:32][CH2:31]3)[C:21]([C:27]([NH2:29])=[O:28])=[CH:20][N:19]=2)=[CH:11][CH:10]=1, predict the reactants needed to synthesize it.